Dataset: Peptide-MHC class I binding affinity with 185,985 pairs from IEDB/IMGT. Task: Regression. Given a peptide amino acid sequence and an MHC pseudo amino acid sequence, predict their binding affinity value. This is MHC class I binding data. (1) The peptide sequence is MVRVLTVIKEY. The MHC is HLA-B35:01 with pseudo-sequence HLA-B35:01. The binding affinity (normalized) is 0.720. (2) The peptide sequence is KPRSPVVEL. The MHC is HLA-A01:01 with pseudo-sequence HLA-A01:01. The binding affinity (normalized) is 0.0847. (3) The peptide sequence is WLGWGHAWV. The MHC is HLA-A80:01 with pseudo-sequence HLA-A80:01. The binding affinity (normalized) is 0.0847. (4) The peptide sequence is LADTSLSGY. The MHC is HLA-B08:01 with pseudo-sequence HLA-B08:01. The binding affinity (normalized) is 0.0847. (5) The peptide sequence is NIRLTDTEY. The MHC is HLA-A31:01 with pseudo-sequence HLA-A31:01. The binding affinity (normalized) is 0. (6) The binding affinity (normalized) is 0.818. The peptide sequence is FPFKYAAQF. The MHC is Mamu-A2201 with pseudo-sequence Mamu-A2201. (7) The peptide sequence is MPWLDNIVE. The MHC is HLA-A26:01 with pseudo-sequence HLA-A26:01. The binding affinity (normalized) is 0.0847. (8) The peptide sequence is HAFLCLFLL. The MHC is HLA-A02:02 with pseudo-sequence HLA-A02:02. The binding affinity (normalized) is 0.720. (9) The peptide sequence is EEEQTLTILI. The MHC is HLA-B44:02 with pseudo-sequence HLA-B44:02. The binding affinity (normalized) is 0.736.